The task is: Regression. Given a peptide amino acid sequence and an MHC pseudo amino acid sequence, predict their binding affinity value. This is MHC class I binding data.. This data is from Peptide-MHC class I binding affinity with 185,985 pairs from IEDB/IMGT. (1) The peptide sequence is LAISAVYFKA. The MHC is HLA-A02:03 with pseudo-sequence HLA-A02:03. The binding affinity (normalized) is 0.455. (2) The peptide sequence is YSQGAFTPL. The MHC is HLA-A02:01 with pseudo-sequence HLA-A02:01. The binding affinity (normalized) is 0.213. (3) The peptide sequence is MPFAWQFGF. The binding affinity (normalized) is 0.898. The MHC is HLA-A68:23 with pseudo-sequence HLA-A68:23. (4) The peptide sequence is FLYDRLAST. The binding affinity (normalized) is 0.0847. The MHC is HLA-A23:01 with pseudo-sequence HLA-A23:01. (5) The peptide sequence is VHAELADVL. The MHC is Mamu-A07 with pseudo-sequence Mamu-A07. The binding affinity (normalized) is 0.544. (6) The peptide sequence is AVWRSATET. The MHC is Mamu-B08 with pseudo-sequence Mamu-B08. The binding affinity (normalized) is 0. (7) The peptide sequence is IDRIREQANSV. The MHC is Mamu-B01 with pseudo-sequence Mamu-B01. The binding affinity (normalized) is 0. (8) The peptide sequence is IKRVSSSDF. The MHC is HLA-B15:03 with pseudo-sequence HLA-B15:03. The binding affinity (normalized) is 0.946. (9) The binding affinity (normalized) is 0.349. The MHC is HLA-A02:12 with pseudo-sequence HLA-A02:12. The peptide sequence is SMYQLMITI.